Regression/Classification. Given a drug SMILES string, predict its absorption, distribution, metabolism, or excretion properties. Task type varies by dataset: regression for continuous measurements (e.g., permeability, clearance, half-life) or binary classification for categorical outcomes (e.g., BBB penetration, CYP inhibition). For this dataset (solubility_aqsoldb), we predict Y. From a dataset of Aqueous solubility values for 9,982 compounds from the AqSolDB database. (1) The drug is O1[Pb]O[Pb]2O[Pb]1O2. The Y is -4.01 log mol/L. (2) The compound is OCc1ccc(Cl)cc1Cl. The Y is -2.25 log mol/L. (3) The drug is CC(c1cc2ccccc2s1)N(O)C(N)=O. The Y is -3.37 log mol/L. (4) The compound is Cc1cccc(C)c1NC(=O)c1cc(S(N)(=O)=O)c(Cl)cc1O. The Y is -3.90 log mol/L. (5) The drug is O=c1[nH]sc2ccccc12. The Y is -1.95 log mol/L. (6) The drug is O=[N+]([O-])c1ccc(C=NO)o1. The Y is -2.19 log mol/L. (7) The molecule is CCCCc1c(C)[nH]c(N(C)C)nc1=O. The Y is -2.24 log mol/L.